From a dataset of Forward reaction prediction with 1.9M reactions from USPTO patents (1976-2016). Predict the product of the given reaction. Given the reactants [Cl:1][C:2]1[C:3]([F:22])=[C:4]([CH:19]=[CH:20][CH:21]=1)[NH:5][C:6]1[C:15]2[C:10](=[CH:11][C:12]([O:17][CH3:18])=[C:13]([OH:16])[CH:14]=2)[N:9]=[CH:8][N:7]=1.CS(O[CH:28]1[CH2:33][CH2:32][N:31]([C:34]([O:36][C:37]([CH3:40])([CH3:39])[CH3:38])=[O:35])[CH2:30][CH2:29]1)(=O)=O.C(=O)([O-])[O-].[K+].[K+].CN1C(=O)CCC1, predict the reaction product. The product is: [Cl:1][C:2]1[C:3]([F:22])=[C:4]([CH:19]=[CH:20][CH:21]=1)[NH:5][C:6]1[C:15]2[C:10](=[CH:11][C:12]([O:17][CH3:18])=[C:13]([O:16][CH:28]3[CH2:33][CH2:32][N:31]([C:34]([O:36][C:37]([CH3:40])([CH3:39])[CH3:38])=[O:35])[CH2:30][CH2:29]3)[CH:14]=2)[N:9]=[CH:8][N:7]=1.